From a dataset of Merck oncology drug combination screen with 23,052 pairs across 39 cell lines. Regression. Given two drug SMILES strings and cell line genomic features, predict the synergy score measuring deviation from expected non-interaction effect. (1) Drug 1: Cc1nc(Nc2ncc(C(=O)Nc3c(C)cccc3Cl)s2)cc(N2CCN(CCO)CC2)n1. Drug 2: CNC(=O)c1cc(Oc2ccc(NC(=O)Nc3ccc(Cl)c(C(F)(F)F)c3)cc2)ccn1. Cell line: SW837. Synergy scores: synergy=15.6. (2) Drug 1: CN(Cc1cnc2nc(N)nc(N)c2n1)c1ccc(C(=O)NC(CCC(=O)O)C(=O)O)cc1. Drug 2: C=CCn1c(=O)c2cnc(Nc3ccc(N4CCN(C)CC4)cc3)nc2n1-c1cccc(C(C)(C)O)n1. Cell line: RPMI7951. Synergy scores: synergy=-9.01. (3) Drug 1: Cn1c(=O)n(-c2ccc(C(C)(C)C#N)cc2)c2c3cc(-c4cnc5ccccc5c4)ccc3ncc21. Drug 2: NC1CCCCC1N.O=C(O)C(=O)O.[Pt+2]. Cell line: LNCAP. Synergy scores: synergy=26.4. (4) Drug 1: Cn1c(=O)n(-c2ccc(C(C)(C)C#N)cc2)c2c3cc(-c4cnc5ccccc5c4)ccc3ncc21. Drug 2: CNC(=O)c1cc(Oc2ccc(NC(=O)Nc3ccc(Cl)c(C(F)(F)F)c3)cc2)ccn1. Cell line: VCAP. Synergy scores: synergy=1.88. (5) Drug 1: N#Cc1ccc(Cn2cncc2CN2CCN(c3cccc(Cl)c3)C(=O)C2)cc1. Drug 2: C=CCn1c(=O)c2cnc(Nc3ccc(N4CCN(C)CC4)cc3)nc2n1-c1cccc(C(C)(C)O)n1. Cell line: VCAP. Synergy scores: synergy=7.67. (6) Drug 1: COC1CC2CCC(C)C(O)(O2)C(=O)C(=O)N2CCCCC2C(=O)OC(C(C)CC2CCC(OP(C)(C)=O)C(OC)C2)CC(=O)C(C)C=C(C)C(O)C(OC)C(=O)C(C)CC(C)C=CC=CC=C1C. Drug 2: Cn1c(=O)n(-c2ccc(C(C)(C)C#N)cc2)c2c3cc(-c4cnc5ccccc5c4)ccc3ncc21. Cell line: RPMI7951. Synergy scores: synergy=75.3.